The task is: Predict which catalyst facilitates the given reaction.. This data is from Catalyst prediction with 721,799 reactions and 888 catalyst types from USPTO. (1) Reactant: C([OH:3])C.[OH-].[Na+].OO.[OH:8][C:9]([CH3:41])([CH3:40])[CH2:10][NH:11][C:12]1[CH:19]=[C:18]([N:20]2[C:28]3[C:23](=[C:24]([C:29]4[CH:30]=[N:31][C:32]5[C:37]([CH:38]=4)=[CH:36][CH:35]=[CH:34][CH:33]=5)[CH:25]=[CH:26][CH:27]=3)[C:22]([CH3:39])=[N:21]2)[CH:17]=[CH:16][C:13]=1[C:14]#[N:15]. Product: [OH:8][C:9]([CH3:41])([CH3:40])[CH2:10][NH:11][C:12]1[CH:19]=[C:18]([N:20]2[C:28]3[C:23](=[C:24]([C:29]4[CH:30]=[N:31][C:32]5[C:37]([CH:38]=4)=[CH:36][CH:35]=[CH:34][CH:33]=5)[CH:25]=[CH:26][CH:27]=3)[C:22]([CH3:39])=[N:21]2)[CH:17]=[CH:16][C:13]=1[C:14]([NH2:15])=[O:3]. The catalyst class is: 58. (2) Reactant: [F:1][C:2]1[CH:3]=[C:4]([C:8]2[CH:16]=[CH:15][CH:14]=[C:13]3[C:9]=2/[C:10](=[CH:18]/[C:19]2[NH:20][C:21]([CH3:27])=[CH:22][C:23]=2[C:24](O)=[O:25])/[C:11](=[O:17])[NH:12]3)[CH:5]=[CH:6][CH:7]=1.[NH2:28][CH2:29][CH2:30][N:31]1[CH2:35][CH2:34][CH:33]([NH:36][C:37](=[O:39])[CH3:38])[CH2:32]1.C1C=CC2N(O)N=NC=2C=1.C(Cl)CCl. Product: [C:37]([NH:36][CH:33]1[CH2:34][CH2:35][N:31]([CH2:30][CH2:29][NH:28][C:24]([C:23]2[CH:22]=[C:21]([CH3:27])[NH:20][C:19]=2/[CH:18]=[C:10]2\[C:11](=[O:17])[NH:12][C:13]3[C:9]\2=[C:8]([C:4]2[CH:5]=[CH:6][CH:7]=[C:2]([F:1])[CH:3]=2)[CH:16]=[CH:15][CH:14]=3)=[O:25])[CH2:32]1)(=[O:39])[CH3:38]. The catalyst class is: 118. (3) Reactant: [NH:1]1[CH2:5][CH2:4][CH2:3][CH2:2]1.C([O-])([O-])=O.[K+].[K+].Cl[CH2:13][C:14]([O:16][CH2:17][CH3:18])=[O:15]. Product: [N:1]1([CH2:13][C:14]([O:16][CH2:17][CH3:18])=[O:15])[CH2:5][CH2:4][CH2:3][CH2:2]1. The catalyst class is: 3. (4) Reactant: [F:1][C:2]([F:21])([F:20])[C:3]1[N:4]=[C:5]([NH:8][C:9]2[CH:14]=[CH:13][C:12]([C@H:15]([CH3:19])[C:16]([OH:18])=[O:17])=[CH:11][CH:10]=2)[S:6][CH:7]=1.[OH-].[Na+:23]. Product: [F:21][C:2]([F:1])([F:20])[C:3]1[N:4]=[C:5]([NH:8][C:9]2[CH:10]=[CH:11][C:12]([C@H:15]([CH3:19])[C:16]([O-:18])=[O:17])=[CH:13][CH:14]=2)[S:6][CH:7]=1.[Na+:23]. The catalyst class is: 6. (5) Reactant: [CH2:1]([O:8][C:9]([NH:11][C@@H:12]1[CH2:17][C@H:16](OS(C)(=O)=O)[CH2:15][CH2:14][C@@H:13]1[C:23]([O:25][CH3:26])=[O:24])=[O:10])[C:2]1[CH:7]=[CH:6][CH:5]=[CH:4][CH:3]=1.[N-:27]=[N+:28]=[N-:29].[Na+].C([O-])(O)=O.[Na+].O. Product: [N:27]([C@H:16]1[CH2:15][CH2:14][C@H:13]([C:23]([O:25][CH3:26])=[O:24])[C@H:12]([NH:11][C:9]([O:8][CH2:1][C:2]2[CH:7]=[CH:6][CH:5]=[CH:4][CH:3]=2)=[O:10])[CH2:17]1)=[N+:28]=[N-:29]. The catalyst class is: 9. (6) Reactant: [O:1]1[CH2:5][CH:4]([NH2:6])[CH:3]([NH2:7])[CH2:2]1.Cl.N=[C:10](OC)[C:11]1[C:12]([CH3:22])=[CH:13][C:14]([CH3:21])=[C:15]([CH:20]=1)[C:16]([O:18][CH3:19])=[O:17].C(N(CC)CC)C. Product: [CH3:21][C:14]1[CH:13]=[C:12]([CH3:22])[C:11]([C:10]2[NH:7][CH:3]3[CH2:2][O:1][CH2:5][CH:4]3[N:6]=2)=[CH:20][C:15]=1[C:16]([O:18][CH3:19])=[O:17]. The catalyst class is: 8.